From a dataset of Reaction yield outcomes from USPTO patents with 853,638 reactions. Predict the reaction yield, written as a fraction of the theoretical maximum amount of product (1.0 means a 100% yield; for example, 0.34 means a 34% yield). (1) The reactants are Br[CH:2]([C:13]1[CH:18]=[CH:17][C:16]([Br:19])=[CH:15][CH:14]=1)[C:3]([C:5]1[CH:10]=[CH:9][C:8]([S:11][CH3:12])=[CH:7][CH:6]=1)=O.[C:20]([NH2:23])(=[S:22])[CH3:21]. The catalyst is C(O)C. The product is [Br:19][C:16]1[CH:17]=[CH:18][C:13]([C:2]2[S:22][C:20]([CH3:21])=[N:23][C:3]=2[C:5]2[CH:10]=[CH:9][C:8]([S:11][CH3:12])=[CH:7][CH:6]=2)=[CH:14][CH:15]=1. The yield is 0.560. (2) The reactants are [CH:1]1[C:14]2[C:5]3=[C:6]4[C:11](=[CH:12][CH:13]=2)[CH:10]=[CH:9][CH:8]=[C:7]4[CH2:15][C:4]3=[CH:3][CH:2]=1. The catalyst is [Pd].CCO. The product is [CH:10]1[C:11]2[CH2:12][CH2:13][C:14]3[CH:1]=[CH:2][CH:3]=[C:4]4[CH2:15][C:7]([C:6]=2[C:5]=34)=[CH:8][CH:9]=1. The yield is 0.900.